Dataset: Catalyst prediction with 721,799 reactions and 888 catalyst types from USPTO. Task: Predict which catalyst facilitates the given reaction. (1) Reactant: S(Cl)(Cl)=O.CC(CCCC)C(O)=O.CC(CCCC)C(Cl)=O.[CH3:23][CH:24]([CH2:30][CH2:31][CH2:32][CH3:33])[C:25]([N:27]=[C:28]=[S:29])=[O:26].[Cl:34][C:35]1[CH:36]=[C:37]([CH:39]=[CH:40][C:41]=1[O:42][C:43]1[C:52]2[C:47](=[CH:48][C:49]([O:55][CH3:56])=[C:50]([O:53][CH3:54])[CH:51]=2)[N:46]=[CH:45][CH:44]=1)[NH2:38]. Product: [Cl:34][C:35]1[CH:36]=[C:37]([NH:38][C:28]([NH:27][C:25](=[O:26])[CH:24]([CH3:23])[CH2:30][CH2:31][CH2:32][CH3:33])=[S:29])[CH:39]=[CH:40][C:41]=1[O:42][C:43]1[C:52]2[C:47](=[CH:48][C:49]([O:55][CH3:56])=[C:50]([O:53][CH3:54])[CH:51]=2)[N:46]=[CH:45][CH:44]=1. The catalyst class is: 548. (2) Reactant: Cl.[NH2:2][CH2:3][CH2:4][C@@H:5](Cl)[C:6]([O:8]C)=[O:7].NCC[C@@H](Cl)C(O)=O.[OH-].[Na+].O.O.O.O.O.O.O.O.[OH-].[Ba+2].[OH-].N1CC[C@H]1C(O)=O.Cl.C(=O)([O-])[O-].[Na+].[Na+].[C:46](O[C:46]([O:48][C:49]([CH3:52])([CH3:51])[CH3:50])=[O:47])([O:48][C:49]([CH3:52])([CH3:51])[CH3:50])=[O:47]. Product: [C:49]([O:48][C:46]([N:2]1[CH2:3][CH2:4][C@H:5]1[C:6]([OH:8])=[O:7])=[O:47])([CH3:52])([CH3:51])[CH3:50]. The catalyst class is: 65. (3) Reactant: [OH:1][CH2:2][CH2:3][CH2:4][CH2:5][CH2:6][CH2:7][O:8][C:9]1[CH:19]=[CH:18][C:12]([CH:13]=[CH:14][C:15]([OH:17])=[O:16])=[CH:11][CH:10]=1.CN(C)C1C=CC=CC=1.[C:29](Cl)(=[O:32])[CH:30]=[CH2:31].Cl. Product: [C:29]([O:1][CH2:2][CH2:3][CH2:4][CH2:5][CH2:6][CH2:7][O:8][C:9]1[CH:10]=[CH:11][C:12]([CH:13]=[CH:14][C:15]([OH:17])=[O:16])=[CH:18][CH:19]=1)(=[O:32])[CH:30]=[CH2:31]. The catalyst class is: 7. (4) Reactant: Cl[C:2]1[N:7]=[C:6]([CH2:8][C:9]([O:11][CH3:12])=[O:10])[C:5]([N+:13]([O-:15])=[O:14])=[CH:4][C:3]=1[CH3:16].[CH3:17][O-:18].[Na+]. Product: [CH3:17][O:18][C:2]1[N:7]=[C:6]([CH2:8][C:9]([O:11][CH3:12])=[O:10])[C:5]([N+:13]([O-:15])=[O:14])=[CH:4][C:3]=1[CH3:16]. The catalyst class is: 5. (5) Reactant: [Cl:1][C:2]1[CH:10]=[CH:9][C:8]2[NH:7][C:6]3[CH2:11][CH2:12][N:13]([CH3:15])[CH2:14][C:5]=3[C:4]=2[CH:3]=1.[OH-].[K+].[CH:18]([C:21]1[CH:26]=[CH:25][C:24]([CH:27]=[CH2:28])=[CH:23][N:22]=1)([CH3:20])[CH3:19]. Product: [Cl:1][C:2]1[CH:10]=[CH:9][C:8]2[N:7]([CH2:28][CH2:27][C:24]3[CH:23]=[N:22][C:21]([CH:18]([CH3:19])[CH3:20])=[CH:26][CH:25]=3)[C:6]3[CH2:11][CH2:12][N:13]([CH3:15])[CH2:14][C:5]=3[C:4]=2[CH:3]=1. The catalyst class is: 264.